From a dataset of Full USPTO retrosynthesis dataset with 1.9M reactions from patents (1976-2016). Predict the reactants needed to synthesize the given product. Given the product [Cl:18][C:2]1[C:3]2[S:15][CH:14]=[CH:13][C:4]=2[N:5]=[C:6]([C:8]([O:10][CH2:11][CH3:12])=[O:9])[N:7]=1, predict the reactants needed to synthesize it. The reactants are: O[C:2]1[C:3]2[S:15][CH:14]=[CH:13][C:4]=2[N:5]=[C:6]([C:8]([O:10][CH2:11][CH3:12])=[O:9])[N:7]=1.P(Cl)(Cl)([Cl:18])=O.